From a dataset of Reaction yield outcomes from USPTO patents with 853,638 reactions. Predict the reaction yield, written as a fraction of the theoretical maximum amount of product (1.0 means a 100% yield; for example, 0.34 means a 34% yield). The reactants are [C:1](=[O:23])([O:20][CH2:21][CH3:22])[O:2][C:3]1[CH:8]=[CH:7][C:6]([CH3:9])=[CH:5][C:4]=1[CH:10]1[CH:17]2[CH2:18][CH:13]3[CH2:14][CH:15]([CH2:19][CH:11]1[CH2:12]3)[CH2:16]2.[N+:24]([O-])([O-:26])=[O:25].[K+]. The catalyst is OS(O)(=O)=O. The product is [C:1](=[O:23])([O:20][CH2:21][CH3:22])[O:2][C:3]1[CH:8]=[C:7]([N+:24]([O-:26])=[O:25])[C:6]([CH3:9])=[CH:5][C:4]=1[CH:10]1[CH:11]2[CH2:19][CH:15]3[CH2:14][CH:13]([CH2:18][CH:17]1[CH2:16]3)[CH2:12]2. The yield is 0.250.